Dataset: Full USPTO retrosynthesis dataset with 1.9M reactions from patents (1976-2016). Task: Predict the reactants needed to synthesize the given product. (1) Given the product [NH2:14][C:7]1[C:8]2[C:13](=[CH:12][CH:11]=[CH:10][CH:9]=2)[C:4]([CH:1]2[CH2:3][CH2:2]2)=[CH:5][CH:6]=1, predict the reactants needed to synthesize it. The reactants are: [CH:1]1([C:4]2[C:13]3[C:8](=[CH:9][CH:10]=[CH:11][CH:12]=3)[C:7]([N+:14]([O-])=O)=[CH:6][CH:5]=2)[CH2:3][CH2:2]1. (2) Given the product [CH3:18][O:17][C:11]1[CH:16]=[CH:15][C:14]([C:6]([C:5]2[CH:9]=[CH:10][C:2]([CH3:1])=[CH:3][CH:4]=2)=[O:7])=[CH:13][CH:12]=1, predict the reactants needed to synthesize it. The reactants are: [CH3:1][C:2]1[CH:10]=[CH:9][C:5]([C:6](Cl)=[O:7])=[CH:4][CH:3]=1.[C:11]1([O:17][CH3:18])[CH:16]=[CH:15][CH:14]=[CH:13][CH:12]=1.[Cl-].[Al+3].[Cl-].[Cl-]. (3) Given the product [Cl:16][C:17]1[C:18]([C:5]2[CH:4]=[N:3][N:2]([CH3:1])[CH:6]=2)=[N:19][CH:20]=[C:21]([Cl:23])[N:22]=1, predict the reactants needed to synthesize it. The reactants are: [CH3:1][N:2]1[CH:6]=[C:5](B2OC(C)(C)C(C)(C)O2)[CH:4]=[N:3]1.[Cl:16][C:17]1[C:18](I)=[N:19][CH:20]=[C:21]([Cl:23])[N:22]=1.P([O-])([O-])([O-])=O.[K+].[K+].[K+]. (4) Given the product [Cl:1][C:2]1[CH:18]=[CH:17][C:5]([O:6][C:7]2[CH:14]=[CH:13][C:12]([CH2:15][O:16][C:21]3[CH:32]=[C:25]4[N:26]([CH3:31])[C@H:27]([CH3:30])[CH2:28][CH2:29][N:24]4[C:23](=[O:33])[N:22]=3)=[CH:11][C:8]=2[C:9]#[N:10])=[CH:4][C:3]=1[F:19], predict the reactants needed to synthesize it. The reactants are: [Cl:1][C:2]1[CH:18]=[CH:17][C:5]([O:6][C:7]2[CH:14]=[CH:13][C:12]([CH2:15][OH:16])=[CH:11][C:8]=2[C:9]#[N:10])=[CH:4][C:3]=1[F:19].Cl[C:21]1[CH:32]=[C:25]2[N:26]([CH3:31])[C@H:27]([CH3:30])[CH2:28][CH2:29][N:24]2[C:23](=[O:33])[N:22]=1. (5) Given the product [CH2:24]([O:23][C:19]1[CH:18]=[C:17]([Cl:31])[C:16]([CH2:15][N:2]2[CH2:3][CH2:4][C:5]3([CH2:10][CH2:9][CH2:8][CH2:7][CH2:6]3)[C:1]2=[O:11])=[C:21]([Cl:22])[CH:20]=1)[C:25]1[CH:26]=[CH:27][CH:28]=[CH:29][CH:30]=1, predict the reactants needed to synthesize it. The reactants are: [C:1]1(=[O:11])[C:5]2([CH2:10][CH2:9][CH2:8][CH2:7][CH2:6]2)[CH2:4][CH2:3][NH:2]1.[H-].[Na+].Br[CH2:15][C:16]1[C:21]([Cl:22])=[CH:20][C:19]([O:23][CH2:24][C:25]2[CH:30]=[CH:29][CH:28]=[CH:27][CH:26]=2)=[CH:18][C:17]=1[Cl:31].Cl. (6) Given the product [C:32]([C:24]1[CH:23]=[CH:22][C:21]([C:20]([F:19])([F:39])[F:38])=[CH:26][C:25]=1[CH2:27][C:28]([O:30][CH3:31])=[O:29])#[CH:33], predict the reactants needed to synthesize it. The reactants are: CCCC[N+](CCCC)(CCCC)CCCC.[F-].[F:19][C:20]([F:39])([F:38])[C:21]1[CH:22]=[CH:23][C:24]([C:32]#[C:33][Si](C)(C)C)=[C:25]([CH2:27][C:28]([O:30][CH3:31])=[O:29])[CH:26]=1.CCOC(C)=O.C([O-])(O)=O.[Na+]. (7) Given the product [NH2:1][C:2]1[N:7]([C:8]2[CH:9]=[CH:10][C:11]([NH:14][C:29]([C:26]3([C:21]4[CH:22]=[CH:23][C:24]([Cl:25])=[C:19]([Cl:18])[CH:20]=4)[CH2:28][CH2:27]3)=[O:30])=[CH:12][CH:13]=2)[CH2:6][N:5]=[C:4]2[S:15][CH:16]=[CH:17][C:3]=12, predict the reactants needed to synthesize it. The reactants are: [NH2:1][C:2]1[N:7]([C:8]2[CH:13]=[CH:12][C:11]([NH2:14])=[CH:10][CH:9]=2)[CH2:6][N:5]=[C:4]2[S:15][CH:16]=[CH:17][C:3]=12.[Cl:18][C:19]1[CH:20]=[C:21]([C:26]2([C:29](Cl)=[O:30])[CH2:28][CH2:27]2)[CH:22]=[CH:23][C:24]=1[Cl:25]. (8) Given the product [F:48][C:45]1[CH:46]=[CH:47][C:42]([CH2:41][N:31]2[C:30](=[O:49])[C:29]([C:23]3[NH:22][C:21]4[S:20][CH:19]=[C:18]([CH2:17][NH:16][S:2]([NH:5][C:6](=[O:7])[O:15][CH2:8][C:9]5[CH:14]=[CH:13][CH:12]=[CH:11][CH:10]=5)(=[O:4])=[O:3])[C:26]=4[S:25](=[O:27])(=[O:28])[N:24]=3)=[C:38]([OH:39])[C@H:37]3[C@@H:32]2[C@H:33]2[CH2:40][C@@H:36]3[CH2:35][CH2:34]2)=[CH:43][CH:44]=1, predict the reactants needed to synthesize it. The reactants are: Cl[S:2]([N:5]=[C:6]=[O:7])(=[O:4])=[O:3].[CH2:8]([OH:15])[C:9]1[CH:14]=[CH:13][CH:12]=[CH:11][CH:10]=1.[NH2:16][CH2:17][C:18]1[C:26]2[S:25](=[O:28])(=[O:27])[N:24]=[C:23]([C:29]3[C:30](=[O:49])[N:31]([CH2:41][C:42]4[CH:47]=[CH:46][C:45]([F:48])=[CH:44][CH:43]=4)[C@@H:32]4[C@H:37]([C:38]=3[OH:39])[C@@H:36]3[CH2:40][C@H:33]4[CH2:34][CH2:35]3)[NH:22][C:21]=2[S:20][CH:19]=1.C(N(CC)CC)C. (9) Given the product [C:14]([Si:11]([CH3:13])([CH3:12])[N:8]1[C:5]2=[N:6][CH:7]=[C:2]([Sn:32]([CH2:33][CH2:34][CH2:35][CH3:36])([CH2:37][CH2:38][CH2:39][CH3:40])[CH2:28][CH2:29][CH2:30][CH3:31])[CH:3]=[C:4]2[CH2:10][CH2:9]1)([CH3:17])([CH3:16])[CH3:15], predict the reactants needed to synthesize it. The reactants are: Br[C:2]1[CH:3]=[C:4]2[CH2:10][CH2:9][N:8]([Si:11]([C:14]([CH3:17])([CH3:16])[CH3:15])([CH3:13])[CH3:12])[C:5]2=[N:6][CH:7]=1.C([Li])(C)(C)C.CCCCC.[CH2:28]([Sn:32](I)([CH2:37][CH2:38][CH2:39][CH3:40])[CH2:33][CH2:34][CH2:35][CH3:36])[CH2:29][CH2:30][CH3:31]. (10) Given the product [Cl:1][C:2]1[C:3]([O:12][C:13]2[CH:18]=[C:17]([O:19][CH2:20][CH2:21][O:22][CH3:23])[CH:16]=[CH:15][C:14]=2[CH2:24][CH2:25][CH2:26][OH:27])=[N:4][CH:5]=[C:6]([C:8]([F:10])([F:9])[F:11])[CH:7]=1, predict the reactants needed to synthesize it. The reactants are: [Cl:1][C:2]1[C:3]([O:12][C:13]2[CH:18]=[C:17]([O:19][CH2:20][CH2:21][O:22][CH3:23])[CH:16]=[CH:15][C:14]=2[CH2:24][CH2:25][C:26](OCC)=[O:27])=[N:4][CH:5]=[C:6]([C:8]([F:11])([F:10])[F:9])[CH:7]=1.[H-].[Al+3].[Li+].[H-].[H-].[H-].O.O.O.O.O.O.O.O.O.O.[O-]S([O-])(=O)=O.[Na+].[Na+].